From a dataset of Reaction yield outcomes from USPTO patents with 853,638 reactions. Predict the reaction yield, written as a fraction of the theoretical maximum amount of product (1.0 means a 100% yield; for example, 0.34 means a 34% yield). (1) The reactants are Br[C:2]1[C:7]([O:8][CH3:9])=[CH:6][C:5]([N+:10]([O-])=O)=[C:4](Br)[N:3]=1.[H][H]. The catalyst is [Pd].CO. The product is [CH3:9][O:8][C:7]1[CH:6]=[C:5]([NH2:10])[CH:4]=[N:3][CH:2]=1. The yield is 0.920. (2) The reactants are CS(O[CH2:6][CH2:7][CH2:8][CH2:9][N:10]1[C:14](=[O:15])[C:13]2[CH:16]=[CH:17][CH:18]=[CH:19][C:12]=2[S:11]1(=[O:21])=[O:20])(=O)=O.[N:22]1([C:28]2[N:33]=[CH:32][CH:31]=[CH:30][N:29]=2)[CH2:27][CH2:26][NH:25][CH2:24][CH2:23]1.C1(C)C=CC=CC=1. The catalyst is O. The product is [CH:17]1[CH:18]=[CH:19][C:12]2[S:11](=[O:21])(=[O:20])[N:10]([CH2:9][CH2:8][CH2:7][CH2:6][N:25]3[CH2:26][CH2:27][N:22]([C:28]4[N:33]=[CH:32][CH:31]=[CH:30][N:29]=4)[CH2:23][CH2:24]3)[C:14](=[O:15])[C:13]=2[CH:16]=1. The yield is 0.270. (3) The reactants are [OH:1][CH:2]([CH3:5])[CH2:3][NH2:4].C[C:7]1([CH3:31])[C:11]([C:12]([OH:14])=O)=[CH:10][NH:9][CH:8]1/[CH:15]=[C:16]1\[C:17](=[O:30])[NH:18][C:19]2[C:24]\1=[CH:23][C:22]([O:25][C:26]([F:29])([F:28])[F:27])=[CH:21][CH:20]=2.CN(C(O[N:40]1[N:48]=[N:47]C2C=CC=[N:46][C:41]1=2)=[N+](C)C)C.F[P-](F)(F)(F)(F)F.[CH3:56]CN(C(C)C)C(C)C. The catalyst is CN(C=O)C.C(#N)C. The product is [OH:1][CH:2]([CH2:5][N:48]1[N:47]=[N:46][CH:41]=[N:40]1)[CH2:3][NH:4][C:12]([C:11]1[C:7]([CH3:31])=[C:8](/[CH:15]=[C:16]2\[C:17](=[O:30])[NH:18][C:19]3[C:24]\2=[CH:23][C:22]([O:25][C:26]([F:27])([F:29])[F:28])=[CH:21][CH:20]=3)[NH:9][C:10]=1[CH3:56])=[O:14]. The yield is 0.855. (4) The reactants are [CH3:1][C:2]1[CH:3]=[C:4]2[C:8](=[CH:9][CH:10]=1)[NH:7][C:6]([C:11]([NH:13][NH:14][C:15](=[O:25])[C:16]1[CH:21]=[C:20]([F:22])[C:19]([F:23])=[CH:18][C:17]=1[NH2:24])=[O:12])=[CH:5]2.O.[C:27]1([S:33]([OH:36])(=[O:35])=[O:34])[CH:32]=[CH:31][CH:30]=[CH:29][CH:28]=1. The catalyst is C1COCC1. The product is [C:27]1([S:33]([OH:36])(=[O:35])=[O:34])[CH:32]=[CH:31][CH:30]=[CH:29][CH:28]=1.[CH3:1][C:2]1[CH:3]=[C:4]2[C:8](=[CH:9][CH:10]=1)[NH:7][C:6]([C:11]([NH:13][NH:14][C:15](=[O:25])[C:16]1[CH:21]=[C:20]([F:22])[C:19]([F:23])=[CH:18][C:17]=1[NH2:24])=[O:12])=[CH:5]2. The yield is 0.850. (5) The reactants are C([O:5][C:6](=[O:47])[CH2:7][N:8](C(OC(C)(C)C)=O)[C:9]1[CH:14]=[CH:13][CH:12]=[C:11]([CH:15]([CH2:26][C:27]2[CH:32]=[CH:31][C:30]([NH:33][C:34]3[CH:39]=[CH:38][CH:37]=[CH:36][CH:35]=3)=[CH:29][CH:28]=2)[NH:16][S:17]([C:20]2[CH:25]=[CH:24][CH:23]=[CH:22][N:21]=2)(=[O:19])=[O:18])[N:10]=1)(C)(C)C.Cl.O1CCOCC1. No catalyst specified. The product is [C:34]1([NH:33][C:30]2[CH:29]=[CH:28][C:27]([CH2:26][CH:15]([NH:16][S:17]([C:20]3[CH:25]=[CH:24][CH:23]=[CH:22][N:21]=3)(=[O:19])=[O:18])[C:11]3[N:10]=[C:9]([NH:8][CH2:7][C:6]([OH:47])=[O:5])[CH:14]=[CH:13][CH:12]=3)=[CH:32][CH:31]=2)[CH:35]=[CH:36][CH:37]=[CH:38][CH:39]=1. The yield is 0.800.